Dataset: Full USPTO retrosynthesis dataset with 1.9M reactions from patents (1976-2016). Task: Predict the reactants needed to synthesize the given product. (1) Given the product [CH:1]1([NH:7][C:23]([C:20]2[CH:19]=[CH:18][C:17]([CH2:16][NH2:15])=[CH:22][N:21]=2)=[O:24])[CH2:6][CH2:5][CH2:4][CH2:3][CH2:2]1, predict the reactants needed to synthesize it. The reactants are: [CH:1]1([NH2:7])[CH2:6][CH2:5][CH2:4][CH2:3][CH2:2]1.C(OC([NH:15][CH2:16][C:17]1[CH:18]=[CH:19][C:20]([C:23]([O-])=[O:24])=[N:21][CH:22]=1)=O)(C)(C)C.[Li+].CCN(C(C)C)C(C)C. (2) The reactants are: CN(C(ON1N=NC2C=CC=CC1=2)=[N+](C)C)C.F[P-](F)(F)(F)(F)F.[O:25]1[CH2:29][CH2:28][O:27][CH:26]1[CH:30]1[CH2:35][CH2:34][NH:33][CH2:32][CH2:31]1.[CH3:36][C:37]1[CH:42]=[C:41]([C:43]([N:45]2[CH2:54][C:53]3[CH:52]=[N:51][N:50]([CH3:55])[C:49]=3[NH:48][C:47]3[CH:56]=[CH:57][CH:58]=[CH:59][C:46]2=3)=[O:44])[CH:40]=[CH:39][C:38]=1[CH2:60][CH2:61][C:62](O)=[O:63].CCN(C(C)C)C(C)C. Given the product [O:25]1[CH2:29][CH2:28][O:27][CH:26]1[CH:30]1[CH2:35][CH2:34][N:33]([C:62](=[O:63])[CH2:61][CH2:60][C:38]2[CH:39]=[CH:40][C:41]([C:43]([N:45]3[CH2:54][C:53]4[CH:52]=[N:51][N:50]([CH3:55])[C:49]=4[NH:48][C:47]4[CH:56]=[CH:57][CH:58]=[CH:59][C:46]3=4)=[O:44])=[CH:42][C:37]=2[CH3:36])[CH2:32][CH2:31]1, predict the reactants needed to synthesize it. (3) Given the product [NH2:11][C:5]1[CH:4]=[CH:3][C:2]([NH:1][C:30](=[O:31])[CH2:29][O:28][CH2:21][C:22]2[CH:27]=[CH:26][CH:25]=[CH:24][CH:23]=2)=[CH:13][C:6]=1[C:7]([NH:34][CH:35]1[CH2:40][CH2:39][C:38](=[O:41])[NH:37][C:36]1=[O:42])=[O:9], predict the reactants needed to synthesize it. The reactants are: [NH2:1][C:2]1[CH:13]=[C:6]2[C:7]([O:9]C(=O)[NH:11][C:5]2=[CH:4][CH:3]=1)=O.C(N(CC)CC)C.[CH2:21]([O:28][CH2:29][C:30](Cl)=[O:31])[C:22]1[CH:27]=[CH:26][CH:25]=[CH:24][CH:23]=1.Cl.[NH2:34][CH:35]1[CH2:40][CH2:39][C:38](=[O:41])[NH:37][C:36]1=[O:42].C(O)(=O)C. (4) Given the product [NH2:23][C:19]1[CH:18]=[C:17]([C:15]2[O:16][C:12](/[CH:11]=[C:10]3/[C:2](=[O:1])[NH:3][C:4]4[C:9]/3=[CH:8][CH:7]=[CH:6][CH:5]=4)=[CH:13][CH:14]=2)[CH:22]=[CH:21][CH:20]=1, predict the reactants needed to synthesize it. The reactants are: [O:1]=[C:2]1[NH:3][C:4]2[C:9](/[C:10]/1=[CH:11]\[C:12]1[O:16][C:15]([C:17]3[CH:18]=[C:19]([NH:23]C(=O)OC(C)(C)C)[CH:20]=[CH:21][CH:22]=3)=[CH:14][CH:13]=1)=[CH:8][CH:7]=[CH:6][CH:5]=2. (5) Given the product [CH2:18]([N:15]1[C:16]2[CH:17]=[C:9]3[N:8]=[C:7]([C:3]4[C:2]([NH:1][C:29]([CH:26]5[CH2:28][CH2:27]5)=[O:30])=[CH:6][NH:5][N:4]=4)[NH:25][C:10]3=[CH:11][C:12]=2[C:13]([CH2:23][CH3:24])([CH2:21][CH3:22])[C:14]1=[O:20])[CH3:19], predict the reactants needed to synthesize it. The reactants are: [NH2:1][C:2]1[C:3]([C:7]2[NH:25][C:10]3=[CH:11][C:12]4[C:13]([CH2:23][CH3:24])([CH2:21][CH3:22])[C:14](=[O:20])[N:15]([CH2:18][CH3:19])[C:16]=4[CH:17]=[C:9]3[N:8]=2)=[N:4][NH:5][CH:6]=1.[CH:26]1([C:29](Cl)=[O:30])[CH2:28][CH2:27]1. (6) Given the product [C:42]([C:46]1[CH:51]=[CH:50][C:49]([C@@H:52]([N:54]2[CH2:59][CH2:58][C:57]3([CH2:60][CH2:61][C:62](=[O:63])[CH2:70][CH2:71]3)[O:56][C:55]2=[O:72])[CH3:53])=[CH:48][CH:47]=1)([CH3:43])([CH3:44])[CH3:45], predict the reactants needed to synthesize it. The reactants are: C(C1C=CC([C@@H](NCCC2(O)CCC3(OCC(C)(C)CO3)CC2)C)=CC=1)(C)(C)C.ClC(Cl)(OC(=O)OC(Cl)(Cl)Cl)Cl.[C:42]([C:46]1[CH:51]=[CH:50][C:49]([C@@H:52]([N:54]2[CH2:59][CH2:58][C:57]3([CH2:71][CH2:70][C:62]4(OCC(C)(C)C[O:63]4)[CH2:61][CH2:60]3)[O:56][C:55]2=[O:72])[CH3:53])=[CH:48][CH:47]=1)([CH3:45])([CH3:44])[CH3:43]. (7) Given the product [CH2:1]([N:8]1[CH2:13][CH2:12][NH:11][C@H:10]([CH2:15][C:16]2[CH:17]=[CH:18][C:19]([Br:22])=[CH:20][CH:21]=2)[CH2:9]1)[C:2]1[CH:3]=[CH:4][CH:5]=[CH:6][CH:7]=1, predict the reactants needed to synthesize it. The reactants are: [CH2:1]([N:8]1[CH2:13][C:12](=O)[NH:11][C@H:10]([CH2:15][C:16]2[CH:21]=[CH:20][C:19]([Br:22])=[CH:18][CH:17]=2)[C:9]1=O)[C:2]1[CH:7]=[CH:6][CH:5]=[CH:4][CH:3]=1.